This data is from Full USPTO retrosynthesis dataset with 1.9M reactions from patents (1976-2016). The task is: Predict the reactants needed to synthesize the given product. (1) Given the product [CH:5]12[N:1]([C:6]3([C:10]#[N:11])[CH2:9][CH2:12][CH2:7]3)[CH:2]([CH2:3][CH2:4]1)[CH2:21][O:20][CH2:19]2, predict the reactants needed to synthesize it. The reactants are: [N:1]1([C:6]2([C:10]#[N:11])[CH2:9]O[CH2:7]2)[CH2:5][CH2:4][CH2:3][CH2:2]1.[C:12]1(=O)CCC1.Cl.C12NC(CC1)[CH2:21][O:20][CH2:19]2. (2) Given the product [F:12][C:13]1[CH:18]=[C:17]([F:19])[CH:16]=[CH:15][C:14]=1[C:2]1[C:7]([CH3:8])=[CH:6][C:5]([N+:9]([O-:11])=[O:10])=[CH:4][N:3]=1, predict the reactants needed to synthesize it. The reactants are: Cl[C:2]1[C:7]([CH3:8])=[CH:6][C:5]([N+:9]([O-:11])=[O:10])=[CH:4][N:3]=1.[F:12][C:13]1[CH:18]=[C:17]([F:19])[CH:16]=[CH:15][C:14]=1B(O)O.C([O-])([O-])=O.[Cs+].[Cs+].